Dataset: Reaction yield outcomes from USPTO patents with 853,638 reactions. Task: Predict the reaction yield, written as a fraction of the theoretical maximum amount of product (1.0 means a 100% yield; for example, 0.34 means a 34% yield). (1) The reactants are O[C:2]1([C:14]2[CH:19]=[CH:18][CH:17]=[CH:16][CH:15]=2)[C:10]2[C:5](=[CH:6][CH:7]=[C:8]([O:11][CH3:12])[CH:9]=2)[C:4](=[O:13])[O:3]1.[CH2:20]([O:22][CH:23]([O:29][CH2:30][CH3:31])[CH2:24][NH:25][CH2:26][C:27]#[N:28])[CH3:21].Cl.CN(C)CCCN=C=NCC.ON1C2N=CC=CC=2N=N1.C(=O)(O)[O-].[Na+]. The catalyst is CN(C)C=O.O. The product is [C:2]([C:10]1[CH:9]=[C:8]([O:11][CH3:12])[CH:7]=[CH:6][C:5]=1[C:4]([N:25]([CH2:26][C:27]#[N:28])[CH2:24][CH:23]([O:22][CH2:20][CH3:21])[O:29][CH2:30][CH3:31])=[O:13])(=[O:3])[C:14]1[CH:19]=[CH:18][CH:17]=[CH:16][CH:15]=1. The yield is 0.680. (2) The reactants are Cl[CH2:2][C:3]1[CH:8]=[CH:7][CH:6]=[C:5]([N+:9]([O-:11])=[O:10])[CH:4]=1.[NH:12]1[CH2:16][CH2:15][CH2:14][CH2:13]1.C(=O)([O-])O.[Na+].C(OCC)(=O)C. The catalyst is C1COCC1. The product is [N+:9]([C:5]1[CH:4]=[C:3]([CH:8]=[CH:7][CH:6]=1)[CH2:2][N:12]1[CH2:16][CH2:15][CH2:14][CH2:13]1)([O-:11])=[O:10]. The yield is 0.510.